Dataset: NCI-60 drug combinations with 297,098 pairs across 59 cell lines. Task: Regression. Given two drug SMILES strings and cell line genomic features, predict the synergy score measuring deviation from expected non-interaction effect. (1) Drug 1: C1CCC(C(C1)N)N.C(=O)(C(=O)[O-])[O-].[Pt+4]. Drug 2: C(CCl)NC(=O)N(CCCl)N=O. Cell line: M14. Synergy scores: CSS=-0.821, Synergy_ZIP=1.34, Synergy_Bliss=-6.75, Synergy_Loewe=-6.31, Synergy_HSA=-6.32. (2) Drug 1: CN(C)C1=NC(=NC(=N1)N(C)C)N(C)C. Drug 2: C1C(C(OC1N2C=NC3=C(N=C(N=C32)Cl)N)CO)O. Cell line: RPMI-8226. Synergy scores: CSS=-12.2, Synergy_ZIP=10.4, Synergy_Bliss=6.35, Synergy_Loewe=-3.16, Synergy_HSA=-4.56. (3) Drug 1: C1=C(C(=O)NC(=O)N1)N(CCCl)CCCl. Drug 2: CC1C(C(CC(O1)OC2CC(CC3=C2C(=C4C(=C3O)C(=O)C5=C(C4=O)C(=CC=C5)OC)O)(C(=O)CO)O)N)O.Cl. Cell line: HS 578T. Synergy scores: CSS=56.5, Synergy_ZIP=-1.02, Synergy_Bliss=2.34, Synergy_Loewe=5.29, Synergy_HSA=6.44. (4) Drug 1: C1=CN(C(=O)N=C1N)C2C(C(C(O2)CO)O)O.Cl. Drug 2: CC1C(C(CC(O1)OC2CC(CC3=C2C(=C4C(=C3O)C(=O)C5=C(C4=O)C(=CC=C5)OC)O)(C(=O)CO)O)N)O.Cl. Cell line: SK-OV-3. Synergy scores: CSS=29.5, Synergy_ZIP=-4.64, Synergy_Bliss=-0.911, Synergy_Loewe=-2.17, Synergy_HSA=2.05.